This data is from Reaction yield outcomes from USPTO patents with 853,638 reactions. The task is: Predict the reaction yield, written as a fraction of the theoretical maximum amount of product (1.0 means a 100% yield; for example, 0.34 means a 34% yield). (1) The reactants are [Si:1]([O:8][CH:9]([C:35]([CH3:38])([CH3:37])[CH3:36])[CH2:10][O:11][C:12]1[CH:17]=[CH:16][C:15]([C:18]([C:23]2[CH:32]=[CH:31][C:26]([C:27](OC)=[O:28])=[C:25]([CH3:33])[CH:24]=2)([CH2:21][CH3:22])[CH2:19][CH3:20])=[CH:14][C:13]=1[CH3:34])([C:4]([CH3:7])([CH3:6])[CH3:5])([CH3:3])[CH3:2].[H-].[H-].[H-].[H-].[Li+].[Al+3]. The catalyst is C1COCC1. The product is [Si:1]([O:8][CH:9]([C:35]([CH3:36])([CH3:37])[CH3:38])[CH2:10][O:11][C:12]1[CH:17]=[CH:16][C:15]([C:18]([C:23]2[CH:32]=[CH:31][C:26]([CH2:27][OH:28])=[C:25]([CH3:33])[CH:24]=2)([CH2:19][CH3:20])[CH2:21][CH3:22])=[CH:14][C:13]=1[CH3:34])([C:4]([CH3:5])([CH3:7])[CH3:6])([CH3:2])[CH3:3]. The yield is 0.990. (2) The yield is 0.600. The catalyst is Cl[Pd](Cl)([P](C1C=CC=CC=1)(C1C=CC=CC=1)C1C=CC=CC=1)[P](C1C=CC=CC=1)(C1C=CC=CC=1)C1C=CC=CC=1.O.CC#N. The product is [NH2:22][C:23]1[C:28]([F:29])=[C:27]([C:6]2[CH:7]=[C:2]([F:1])[C:3]([Si:18]([CH3:19])([CH3:20])[CH3:21])=[CH:4][C:5]=2[F:17])[N:26]=[C:25]([C:31]([O:33][CH3:34])=[O:32])[C:24]=1[O:35][CH3:36]. The reactants are [F:1][C:2]1[CH:7]=[C:6](B2OC(C)(C)C(C)(C)O2)[C:5]([F:17])=[CH:4][C:3]=1[Si:18]([CH3:21])([CH3:20])[CH3:19].[NH2:22][C:23]1[C:28]([F:29])=[C:27](Cl)[N:26]=[C:25]([C:31]([O:33][CH3:34])=[O:32])[C:24]=1[O:35][CH3:36].C([O-])([O-])=O.[Na+].[Na+].[Na+].[Cl-]. (3) The reactants are [Br:1][C:2]1[S:3][C:4]([C:10]2[CH:15]=[CH:14][CH:13]=[CH:12][CH:11]=2)=[CH:5][C:6]=1[C:7](O)=[O:8].[BH4-].[Na+]. The catalyst is S(Cl)(Cl)=O.C(COC)OC. The product is [Br:1][C:2]1[S:3][C:4]([C:10]2[CH:11]=[CH:12][CH:13]=[CH:14][CH:15]=2)=[CH:5][C:6]=1[CH2:7][OH:8]. The yield is 0.890.